Dataset: Catalyst prediction with 721,799 reactions and 888 catalyst types from USPTO. Task: Predict which catalyst facilitates the given reaction. (1) Reactant: [CH:1]([N:4]([P:8]([N:10]([CH:14]([CH3:16])[CH3:15])[CH:11]([CH3:13])[CH3:12])Cl)[CH:5]([CH3:7])[CH3:6])([CH3:3])[CH3:2].C(N(CC)CC)C.[CH3:24][CH:25]([OH:27])[CH3:26]. Product: [CH:25]([O:27][P:8]([N:10]([CH:14]([CH3:16])[CH3:15])[CH:11]([CH3:13])[CH3:12])[N:4]([CH:5]([CH3:7])[CH3:6])[CH:1]([CH3:3])[CH3:2])([CH3:26])[CH3:24]. The catalyst class is: 27. (2) Reactant: [CH3:1][C:2]1[CH:7]=[CH:6][CH:5]=[C:4]([CH3:8])[C:3]=1[NH:9][C:10](=[O:18])[CH2:11][N:12]1[CH2:17][CH2:16][NH:15][CH2:14][CH2:13]1.[CH3:19][O:20][C:21]1[CH:31]=[CH:30][CH:29]=[CH:28][C:22]=1[O:23][CH2:24][CH:25]1[O:27][CH2:26]1. Product: [CH3:1][C:2]1[C:3]([NH:9][C:10]([CH2:11][N:12]2[CH2:13][CH2:14][N:15]([CH2:26][CH:25]([OH:27])[CH2:24][O:23][C:22]3[CH:28]=[CH:29][CH:30]=[CH:31][C:21]=3[O:20][CH3:19])[CH2:16][CH2:17]2)=[O:18])=[C:4]([CH3:8])[CH:5]=[CH:6][CH:7]=1. The catalyst class is: 13. (3) Reactant: CN(C)[CH:3]=[C:4]([C:13]1[CH:18]=[CH:17][N:16]=[C:15]([CH3:19])[CH:14]=1)[C:5]([C:7]1[CH:11]=[CH:10][O:9][C:8]=1[CH3:12])=O.Cl.[CH3:22][CH:23]1[CH2:28][CH2:27][CH2:26][N:25]([C:29](=[NH:31])[NH2:30])[CH2:24]1.CC(C)([O-])C.[K+]. Product: [CH3:12][C:8]1[O:9][CH:10]=[CH:11][C:7]=1[C:5]1[C:4]([C:13]2[CH:18]=[CH:17][N:16]=[C:15]([CH3:19])[CH:14]=2)=[CH:3][N:30]=[C:29]([N:25]2[CH2:26][CH2:27][CH2:28][CH:23]([CH3:22])[CH2:24]2)[N:31]=1. The catalyst class is: 8. (4) Reactant: [CH2:1]([CH:3]1[C:8]([C:9]2[CH:28]=[CH:27][C:12]3[N:13]=[C:14]([C:16]4[CH:21]=[CH:20][C:19]([O:22][CH2:23][C:24](=[O:26])[CH3:25])=[CH:18][CH:17]=4)[O:15][C:11]=3[CH:10]=2)=[N:7][NH:6][C:5](=[O:29])[CH2:4]1)[CH3:2].[BH4-].[Na+]. Product: [CH2:1]([CH:3]1[C:8]([C:9]2[CH:28]=[CH:27][C:12]3[N:13]=[C:14]([C:16]4[CH:17]=[CH:18][C:19]([O:22][CH2:23][CH:24]([OH:26])[CH3:25])=[CH:20][CH:21]=4)[O:15][C:11]=3[CH:10]=2)=[N:7][NH:6][C:5](=[O:29])[CH2:4]1)[CH3:2]. The catalyst class is: 14. (5) Reactant: [F:1][C:2]([F:19])([F:18])[C:3]1[CH:4]=[C:5]([S:9][CH:10]2[CH2:15][CH2:14][O:13][CH:12]([CH2:16][OH:17])[CH2:11]2)[CH:6]=[CH:7][CH:8]=1.[H-].[Na+].[CH2:22](Br)[C:23]1[CH:28]=[CH:27][CH:26]=[CH:25][CH:24]=1. Product: [C:23]1([CH2:22][O:17][CH2:16][CH:12]2[CH2:11][CH:10]([S:9][C:5]3[CH:6]=[CH:7][CH:8]=[C:3]([C:2]([F:1])([F:18])[F:19])[CH:4]=3)[CH2:15][CH2:14][O:13]2)[CH:28]=[CH:27][CH:26]=[CH:25][CH:24]=1. The catalyst class is: 1. (6) Reactant: Cl[C:2]1[C:11]([O:12][CH:13]([C:18]2[CH:19]=[N:20][CH:21]=[CH:22][CH:23]=2)[C:14]([F:17])([F:16])[F:15])=[N:10][C:9]2[C:4](=[CH:5][CH:6]=[CH:7][CH:8]=2)[N:3]=1.[C:24]1([S:30]([NH2:33])(=[O:32])=[O:31])[CH:29]=[CH:28][CH:27]=[CH:26][CH:25]=1.C(=O)([O-])[O-].[K+].[K+].C(O)(=O)C. Product: [F:15][C:14]([F:17])([F:16])[CH:13]([C:18]1[CH:19]=[N:20][CH:21]=[CH:22][CH:23]=1)[O:12][C:11]1[C:2]([NH:33][S:30]([C:24]2[CH:29]=[CH:28][CH:27]=[CH:26][CH:25]=2)(=[O:32])=[O:31])=[N:3][C:4]2[C:9]([N:10]=1)=[CH:8][CH:7]=[CH:6][CH:5]=2. The catalyst class is: 16. (7) Reactant: [I:1][C:2]1[S:3][C:4]([C:7]2[S:8][C:9]([C:12]3[S:13][CH:14]=[CH:15][CH:16]=3)=[CH:10][CH:11]=2)=[CH:5][CH:6]=1.[Br:17]N1C(=O)CCC1=O. Product: [I:1][C:2]1[S:3][C:4]([C:7]2[S:8][C:9]([C:12]3[S:13][C:14]([Br:17])=[CH:15][CH:16]=3)=[CH:10][CH:11]=2)=[CH:5][CH:6]=1. The catalyst class is: 5. (8) Reactant: [F:1][C:2]1[CH:7]=[C:6]([F:8])[CH:5]=[CH:4][C:3]=1[C@:9]12[CH2:17][O:16][C@H:15]([CH2:18][F:19])[C@H:14]1[CH2:13][S:12][C:11]([NH2:20])=[N:10]2.S(=O)(=O)(O)O.C1C(=O)N([Br:33])C(=O)C1.[OH-].[Na+]. Product: [Br:33][C:5]1[C:6]([F:8])=[CH:7][C:2]([F:1])=[C:3]([C@:9]23[CH2:17][O:16][C@H:15]([CH2:18][F:19])[C@H:14]2[CH2:13][S:12][C:11]([NH2:20])=[N:10]3)[CH:4]=1. The catalyst class is: 67. (9) Reactant: [N:1]([CH:4]([CH3:14])[CH2:5][CH2:6][N:7]1[CH:11]=[CH:10][N:9]=[C:8]1[CH:12]=O)=[N+:2]=[N-:3].[NH2:15][OH:16].Cl.C([O-])([O-])=O.[Na+].[Na+]. Product: [N:1]([CH:4]([CH3:14])[CH2:5][CH2:6][N:7]1[CH:11]=[CH:10][N:9]=[C:8]1[CH:12]=[N:15][OH:16])=[N+:2]=[N-:3]. The catalyst class is: 6. (10) Reactant: [C:1]([O:5][C:6](=[O:26])[NH:7][S:8]([CH2:11]P(C1C=CC=CC=1)(C1C=CC=CC=1)=O)(=[O:10])=[O:9])([CH3:4])([CH3:3])[CH3:2].C([Li])CCC.CCCCCC.[Si:38]([O:45][C@H:46]1[CH2:50][C@H:49]([N:51]2[C:55]3[N:56]=[CH:57][N:58]=[C:59]([NH:60][C@@H:61]4[C:69]5[C:64](=[CH:65][CH:66]=[CH:67][CH:68]=5)[CH2:63][CH2:62]4)[C:54]=3[CH:53]=[CH:52]2)[CH2:48][C@H:47]1[CH:70]=O)([C:41]([CH3:44])([CH3:43])[CH3:42])([CH3:40])[CH3:39]. Product: [Si:38]([O:45][C@H:46]1[CH2:50][C@H:49]([N:51]2[C:55]3[N:56]=[CH:57][N:58]=[C:59]([NH:60][C@@H:61]4[C:69]5[C:64](=[CH:65][CH:66]=[CH:67][CH:68]=5)[CH2:63][CH2:62]4)[C:54]=3[CH:53]=[CH:52]2)[CH2:48][C@H:47]1/[CH:70]=[CH:11]/[S:8]([NH:7][C:6](=[O:26])[O:5][C:1]([CH3:3])([CH3:2])[CH3:4])(=[O:10])=[O:9])([C:41]([CH3:44])([CH3:42])[CH3:43])([CH3:39])[CH3:40]. The catalyst class is: 1.